Dataset: Forward reaction prediction with 1.9M reactions from USPTO patents (1976-2016). Task: Predict the product of the given reaction. (1) Given the reactants [C:1](O)(=O)/[CH:2]=[CH:3]/[C:4]1[CH:9]=[CH:8][CH:7]=[CH:6][CH:5]=1.[NH2:12][C@H:13]([C:15]([N:17]1[C:23](=[O:24])[CH:22]([CH3:25])[C:21]2[CH:26]=[CH:27][CH:28]=[CH:29][C:20]=2[C:19]2[C:30]([NH2:34])=[CH:31][CH:32]=[CH:33][C:18]1=2)=[O:16])[CH3:14], predict the reaction product. The product is: [CH2:1]([NH:12][C@H:13]([C:15]([N:17]1[C:23](=[O:24])[CH:22]([CH3:25])[C:21]2[CH:26]=[CH:27][CH:28]=[CH:29][C:20]=2[C:19]2[C:30]([NH2:34])=[CH:31][CH:32]=[CH:33][C:18]1=2)=[O:16])[CH3:14])/[CH:2]=[CH:3]/[C:4]1[CH:9]=[CH:8][CH:7]=[CH:6][CH:5]=1. (2) Given the reactants C(OC(N1CCN(C([C:16]2[C:24]3[C:19](=[CH:20][CH:21]=[C:22]([C:25]#[N:26])[CH:23]=3)[N:18]([C:27]3[CH:32]=[CH:31][CH:30]=[CH:29][CH:28]=3)[C:17]=2[O:33][C:34]2[CH:39]=[C:38]([F:40])[CH:37]=[CH:36][C:35]=2[CH3:41])=O)CC1)=O)(C)(C)C.[C:42]([NH2:45])(=[O:44])C.[OH2:46], predict the reaction product. The product is: [F:40][C:38]1[CH:37]=[CH:36][C:35]([CH3:41])=[C:34]([CH:39]=1)[O:33][C:17]1[N:18]([C:27]2[CH:28]=[CH:29][CH:30]=[CH:31][CH:32]=2)[C:19]2[C:24]([C:16]=1[C:42]([N:45]1[CH2:20][CH2:19][NH:18][CH2:17][CH2:16]1)=[O:44])=[CH:23][C:22]([C:25]([NH2:26])=[O:46])=[CH:21][CH:20]=2. (3) Given the reactants [CH:1]1([C:7]2[C:15]3[C:10](=[CH:11][C:12]([C:16]([O:18][CH3:19])=[O:17])=[CH:13][CH:14]=3)[NH:9][CH:8]=2)[CH2:6][CH2:5][CH2:4][CH2:3][CH2:2]1.[H-].[Na+].Br[CH2:23][CH2:24][CH2:25][CH2:26][C:27]([O:29][CH3:30])=[O:28], predict the reaction product. The product is: [CH:1]1([C:7]2[C:15]3[C:10](=[CH:11][C:12]([C:16]([O:18][CH3:19])=[O:17])=[CH:13][CH:14]=3)[N:9]([CH2:23][CH2:24][CH2:25][CH2:26][C:27]([O:29][CH3:30])=[O:28])[CH:8]=2)[CH2:2][CH2:3][CH2:4][CH2:5][CH2:6]1. (4) Given the reactants [NH2:1][C:2]([C:5]1[N:10]=[C:9]([C:11]([NH:13][CH2:14][C:15]2[CH:20]=[CH:19][C:18]([F:21])=[CH:17][C:16]=2S(C)(=O)=O)=[O:12])[C:8]([OH:26])=[C:7]([OH:27])[N:6]=1)([CH3:4])[CH3:3].[CH2:28]([O:35][CH2:36][CH2:37][CH:38]=O)[C:29]1[CH:34]=[CH:33][CH:32]=[CH:31][CH:30]=1.C([BH3-])#N.[Na+], predict the reaction product. The product is: [CH2:28]([O:35][CH2:36][CH2:37][CH2:38][NH:1][C:2]([C:5]1[N:10]=[C:9]([C:11]([NH:13][CH2:14][C:15]2[CH:20]=[CH:19][C:18]([F:21])=[CH:17][CH:16]=2)=[O:12])[C:8]([OH:26])=[C:7]([OH:27])[N:6]=1)([CH3:4])[CH3:3])[C:29]1[CH:34]=[CH:33][CH:32]=[CH:31][CH:30]=1.